This data is from Catalyst prediction with 721,799 reactions and 888 catalyst types from USPTO. The task is: Predict which catalyst facilitates the given reaction. (1) Reactant: [NH2:1][C:2]1[CH:7]=[CH:6][C:5]([C:8]2[CH:13]=[CH:12][CH:11]=[C:10]([Cl:14])[CH:9]=2)=[CH:4][C:3]=1[C:15](=[O:17])[CH3:16].[BH4-].[Na+].C(OCC)(=O)C. Product: [NH2:1][C:2]1[CH:7]=[CH:6][C:5]([C:8]2[CH:13]=[CH:12][CH:11]=[C:10]([Cl:14])[CH:9]=2)=[CH:4][C:3]=1[CH:15]([OH:17])[CH3:16]. The catalyst class is: 5. (2) Reactant: C[O-].[Na+].[Cl:4][C:5]1[CH:13]=[CH:12][C:8]([CH2:9][C:10]#[N:11])=[CH:7][CH:6]=1.[N:14]([C:17]1[CH:22]=[CH:21][C:20]([C:23]([F:26])([F:25])[F:24])=[CH:19][C:18]=1[F:27])=[N+:15]=[N-:16]. Product: [Cl:4][C:5]1[CH:13]=[CH:12][C:8]([C:9]2[N:16]=[N:15][N:14]([C:17]3[CH:22]=[CH:21][C:20]([C:23]([F:25])([F:26])[F:24])=[CH:19][C:18]=3[F:27])[C:10]=2[NH2:11])=[CH:7][CH:6]=1. The catalyst class is: 5.